From a dataset of Reaction yield outcomes from USPTO patents with 853,638 reactions. Predict the reaction yield, written as a fraction of the theoretical maximum amount of product (1.0 means a 100% yield; for example, 0.34 means a 34% yield). (1) The reactants are [Br:1][C:2]1[C:3](=[O:19])[NH:4][C:5]([CH3:18])=[CH:6][C:7]=1[O:8][CH2:9][C:10]1[CH:15]=[CH:14][C:13]([F:16])=[CH:12][C:11]=1[F:17].[Br:20][CH2:21][C:22]1[CH:27]=[CH:26][CH:25]=[C:24]([CH2:28]Br)[CH:23]=1.[H-].[Na+]. The catalyst is O1CCOCC1. The product is [Br:1][C:2]1[C:3](=[O:19])[N:4]([CH2:28][C:24]2[CH:25]=[CH:26][CH:27]=[C:22]([CH2:21][Br:20])[CH:23]=2)[C:5]([CH3:18])=[CH:6][C:7]=1[O:8][CH2:9][C:10]1[CH:15]=[CH:14][C:13]([F:16])=[CH:12][C:11]=1[F:17]. The yield is 0.380. (2) The reactants are [S:1]1[CH:5]=[CH:4][CH:3]=[C:2]1[C:6](Cl)=[O:7].[NH2:9][C:10]1[CH:27]=[CH:26][C:13]([C:14]([C:16]2[CH:24]=[C:23]3[C:19]([CH2:20][C:21](=[O:25])[NH:22]3)=[CH:18][CH:17]=2)=[O:15])=[CH:12][CH:11]=1. The catalyst is C1COCC1. The product is [O:25]=[C:21]1[CH2:20][C:19]2[C:23](=[CH:24][C:16]([C:14]([C:13]3[CH:12]=[CH:11][C:10]([NH:9][C:6]([C:2]4[S:1][CH:5]=[CH:4][CH:3]=4)=[O:7])=[CH:27][CH:26]=3)=[O:15])=[CH:17][CH:18]=2)[NH:22]1. The yield is 0.640. (3) The yield is 0.340. The reactants are [CH2:1]([O:8][C:9](=[O:45])[NH:10][C@H:11]([C:13](=[O:44])[NH:14][CH:15]([C:21](=[O:43])[NH:22][C@@H:23]([CH2:36][C:37]1[CH:42]=[CH:41][CH:40]=[CH:39][CH:38]=1)[CH:24]([C:26](=[O:35])[NH:27][CH2:28][C:29]1[CH:34]=[CH:33][CH:32]=[CH:31][CH:30]=1)[OH:25])[CH2:16][C:17]([F:20])([F:19])[F:18])[CH3:12])[C:2]1[CH:7]=[CH:6][CH:5]=[CH:4][CH:3]=1.CC(OI1(OC(C)=O)(OC(C)=O)OC(=O)C2C=CC=CC1=2)=O. The catalyst is ClCCl. The product is [CH2:1]([O:8][C:9](=[O:45])[NH:10][C@H:11]([C:13](=[O:44])[NH:14][CH:15]([C:21](=[O:43])[NH:22][C@@H:23]([CH2:36][C:37]1[CH:42]=[CH:41][CH:40]=[CH:39][CH:38]=1)[C:24]([C:26](=[O:35])[NH:27][CH2:28][C:29]1[CH:30]=[CH:31][CH:32]=[CH:33][CH:34]=1)=[O:25])[CH2:16][C:17]([F:20])([F:19])[F:18])[CH3:12])[C:2]1[CH:3]=[CH:4][CH:5]=[CH:6][CH:7]=1. (4) The reactants are [CH3:1][O:2][C:3]1[C:8]2[C:9](=[N:12]O)[CH2:10][O:11][C:7]=2[CH:6]=[CH:5][CH:4]=1.[H][H]. The catalyst is O1CCCC1.CO.[Ni]. The product is [CH3:1][O:2][C:3]1[C:8]2[CH:9]([NH2:12])[CH2:10][O:11][C:7]=2[CH:6]=[CH:5][CH:4]=1. The yield is 0.980. (5) The reactants are Br[C:2]1[C:3]([NH:14][C:15](=[O:20])[C:16]([F:19])([F:18])[F:17])=[CH:4][C:5]2[N:9]([CH3:10])[C:8](=[O:11])[N:7]([CH3:12])[C:6]=2[CH:13]=1.[C:21]([O-:24])([O-])=[O:22].[Cs+].[Cs+].[CH3:27]N(C)CC(O)=O.[OH:34][C:35]1[CH:36]=[C:37]([CH:46]=[CH:47][CH:48]=1)[O:38][CH2:39][CH2:40][CH2:41][C:42](OC)=O. The catalyst is O1CCOCC1.[Cu]I. The product is [CH3:10][N:9]1[C:5]2[CH:4]=[C:3]([NH:14][C:15](=[O:20])[C:16]([F:19])([F:18])[F:17])[C:2]([O:34][C:35]3[CH:36]=[C:37]([CH:46]=[CH:47][CH:48]=3)[O:38][CH2:39][CH2:40][CH2:41][CH2:42][C:21]([O:24][CH3:27])=[O:22])=[CH:13][C:6]=2[N:7]([CH3:12])[C:8]1=[O:11]. The yield is 0.450.